Task: Binary Classification. Given a drug SMILES string, predict its activity (active/inactive) in a high-throughput screening assay against a specified biological target.. Dataset: Choline transporter screen with 302,306 compounds (1) The molecule is O(c1cc(/C=C2\N(C(=NC2=O)N)C)ccc1OC)C. The result is 0 (inactive). (2) The drug is s1c2nccc(N(C)C)c2c(/N=C\NOCc2ccccc2)c1C(OCC)=O. The result is 0 (inactive). (3) The molecule is O1CCN(CC1)c1c(OCC)cc(NC(=O)C(NC(=O)c2occc2)C(C)C)c(OCC)c1. The result is 0 (inactive). (4) The molecule is Fc1cc2n(CC(=O)NCCN(C)C)c(=O)c3n(c2cc1)ccc3. The result is 0 (inactive). (5) The result is 1 (active). The molecule is Brc1c(OCc2oc(cc2)C(=O)Nc2cccnc2)cccc1.